From a dataset of Full USPTO retrosynthesis dataset with 1.9M reactions from patents (1976-2016). Predict the reactants needed to synthesize the given product. Given the product [N:1]1([C:8]2[CH:16]=[CH:15][C:11]([C:12]([NH2:14])=[O:13])=[CH:10][CH:9]=2)[CH2:6][CH2:5][O:4][CH2:3][CH2:2]1, predict the reactants needed to synthesize it. The reactants are: [NH:1]1[CH2:6][CH2:5][O:4][CH2:3][CH2:2]1.F[C:8]1[CH:16]=[CH:15][C:11]([C:12]([NH2:14])=[O:13])=[CH:10][CH:9]=1.